Dataset: Forward reaction prediction with 1.9M reactions from USPTO patents (1976-2016). Task: Predict the product of the given reaction. (1) Given the reactants [CH2:1]([O:3][C:4]([C:6]1[CH:10]=[C:9]([O:11][CH:12]2[CH2:17][CH2:16][CH2:15][CH2:14][C:13]2=O)[NH:8][N:7]=1)=[O:5])[CH3:2].CS(O)(=O)=O, predict the reaction product. The product is: [N:7]1[N:8]2[C:9]([O:11][C:12]3[CH2:17][CH2:16][CH2:15][CH2:14][C:13]=32)=[CH:10][C:6]=1[C:4]([O:3][CH2:1][CH3:2])=[O:5]. (2) Given the reactants [C:1]([NH:4][C:5]1[N:9]([C:10]2[CH:15]=[C:14]([S:16][CH2:17][C:18]([F:21])([F:20])[F:19])[C:13]([CH3:22])=[CH:12][C:11]=2[F:23])[N:8]=[C:7]([O:24][CH2:25][C:26]([F:32])([F:31])[C:27]([F:30])([F:29])[F:28])[CH:6]=1)(=[O:3])[CH3:2].ClC1C=CC=C(C(OO)=[O:41])C=1, predict the reaction product. The product is: [C:1]([NH:4][C:5]1[N:9]([C:10]2[CH:15]=[C:14]([S:16]([CH2:17][C:18]([F:20])([F:21])[F:19])=[O:41])[C:13]([CH3:22])=[CH:12][C:11]=2[F:23])[N:8]=[C:7]([O:24][CH2:25][C:26]([F:32])([F:31])[C:27]([F:29])([F:30])[F:28])[CH:6]=1)(=[O:3])[CH3:2]. (3) Given the reactants [C:1]([O:5][C:6]([N:8]1[C:16]2[C:11](=[CH:12][CH:13]=[C:14]([O:17]C(OC(C)(C)C)=O)[CH:15]=2)[CH:10]=[CH:9]1)=[O:7])([CH3:4])([CH3:3])[CH3:2].N1CCOCC1, predict the reaction product. The product is: [C:1]([O:5][C:6]([N:8]1[C:16]2[C:11](=[CH:12][CH:13]=[C:14]([OH:17])[CH:15]=2)[CH:10]=[CH:9]1)=[O:7])([CH3:4])([CH3:2])[CH3:3]. (4) Given the reactants [NH:1]1[CH2:6][CH2:5][O:4][CH2:3][CH2:2]1.[O:7]1[C:11]2([CH2:16][CH2:15][CH2:14][CH2:13][CH:12]2[C:17](Cl)=[O:18])[O:10][CH2:9][CH2:8]1.C1(C)C=CC=CC=1, predict the reaction product. The product is: [O:7]1[C:11]2([CH2:16][CH2:15][CH2:14][CH2:13][CH:12]2[C:17]([N:1]2[CH2:6][CH2:5][O:4][CH2:3][CH2:2]2)=[O:18])[O:10][CH2:9][CH2:8]1. (5) Given the reactants [CH:1]1([NH2:7])[CH2:6][CH2:5][CH2:4][CH2:3][CH2:2]1.C([O:10][C:11]([C:13]1[C:14](=[O:26])[N:15]([CH3:25])[C:16]2[C:21]([C:22]=1[OH:23])=[CH:20][C:19]([F:24])=[CH:18][CH:17]=2)=O)C, predict the reaction product. The product is: [CH:1]1([NH:7][C:11]([C:13]2[C:14](=[O:26])[N:15]([CH3:25])[C:16]3[C:21]([C:22]=2[OH:23])=[CH:20][C:19]([F:24])=[CH:18][CH:17]=3)=[O:10])[CH2:6][CH2:5][CH2:4][CH2:3][CH2:2]1. (6) The product is: [CH3:21][C:12]1[CH:11]=[C:9]([NH:10][S:2]([CH3:1])(=[O:4])=[O:3])[CH:8]=[C:7]([CH3:6])[C:13]=1[S:14]([CH2:17][N+:18]([O-:20])=[O:19])(=[O:15])=[O:16]. Given the reactants [CH3:1][S:2](Cl)(=[O:4])=[O:3].[CH3:6][C:7]1[CH:8]=[C:9]([CH:11]=[C:12]([CH3:21])[C:13]=1[S:14]([CH2:17][N+:18]([O-:20])=[O:19])(=[O:16])=[O:15])[NH2:10].N1C=CC=CC=1.C(OCC)(=O)C, predict the reaction product. (7) Given the reactants [CH3:1][C:2](=[O:7])[CH2:3][C:4](=[O:6])[CH3:5].I[C:9]1[CH:14]=[CH:13][C:12]([N+:15]([O-:17])=[O:16])=[CH:11][CH:10]=1.C(=O)([O-])[O-].[K+].[K+], predict the reaction product. The product is: [N+:15]([C:12]1[CH:13]=[CH:14][C:9]([CH:3]([C:2](=[O:7])[CH3:1])[C:4](=[O:6])[CH3:5])=[CH:10][CH:11]=1)([O-:17])=[O:16].